The task is: Predict the reactants needed to synthesize the given product.. This data is from Full USPTO retrosynthesis dataset with 1.9M reactions from patents (1976-2016). (1) Given the product [NH2:9][C:4]1[CH:3]=[C:2]([Cl:1])[CH:7]=[CH:6][C:5]=1[NH:8][C:14](=[O:15])[CH2:13][C:12]([OH:18])([CH3:17])[C:11]([F:20])([F:19])[F:10], predict the reactants needed to synthesize it. The reactants are: [Cl:1][C:2]1[CH:3]=[C:4]([NH2:9])[C:5]([NH2:8])=[CH:6][CH:7]=1.[F:10][C:11]([F:20])([F:19])[C:12]([OH:18])([CH3:17])[CH2:13][C:14](O)=[O:15].CN(C(ON1N=NC2C=CC=NC1=2)=[N+](C)C)C.F[P-](F)(F)(F)(F)F.CCN(C(C)C)C(C)C. (2) Given the product [Cl:1][C:2]1[C:3]([C:17]2[CH:22]=[C:21]([Cl:23])[CH:20]=[CH:19][C:18]=2[C:24]#[N:25])=[CH:4][C:5](=[O:16])[N:6]([CH:8]([CH2:32][CH2:33][O:34][CH3:35])[C:9]([O:11][C:12]([CH3:15])([CH3:14])[CH3:13])=[O:10])[CH:7]=1, predict the reactants needed to synthesize it. The reactants are: [Cl:1][C:2]1[C:3]([C:17]2[CH:22]=[C:21]([Cl:23])[CH:20]=[CH:19][C:18]=2[C:24]#[N:25])=[CH:4][C:5](=[O:16])[N:6]([CH2:8][C:9]([O:11][C:12]([CH3:15])([CH3:14])[CH3:13])=[O:10])[CH:7]=1.FC(F)(F)S(O[CH2:32][CH2:33][O:34][CH3:35])(=O)=O. (3) Given the product [Br:1][C:2]1[C:3]([C:18]2[NH:35][N:34]=[N:33][N:19]=2)=[C:4]([NH:8][S:9]([C:12]2[CH:17]=[CH:16][CH:15]=[CH:14][CH:13]=2)(=[O:11])=[O:10])[CH:5]=[CH:6][CH:7]=1, predict the reactants needed to synthesize it. The reactants are: [Br:1][C:2]1[C:3]([C:18]#[N:19])=[C:4]([NH:8][S:9]([C:12]2[CH:17]=[CH:16][CH:15]=[CH:14][CH:13]=2)(=[O:11])=[O:10])[CH:5]=[CH:6][CH:7]=1.C([Sn]([N:33]=[N+:34]=[N-:35])(CCCC)CCCC)CCC. (4) Given the product [CH:36]1([NH:39][C:29]([C:28]2[CH:32]=[CH:33][C:25]([C:20]3[CH:21]=[C:22]4[C:17](=[CH:18][CH:19]=3)[N:16]=[C:15]([NH:14][C@@H:10]3[CH2:11][CH2:12][CH2:13][C@@H:9]3[NH:8][C:6](=[O:7])[O:5][C:1]([CH3:3])([CH3:4])[CH3:2])[N:24]=[CH:23]4)=[C:26]([O:34][CH3:35])[CH:27]=2)=[O:30])[CH2:38][CH2:37]1, predict the reactants needed to synthesize it. The reactants are: [C:1]([O:5][C:6]([NH:8][C@H:9]1[CH2:13][CH2:12][CH2:11][C@H:10]1[NH:14][C:15]1[N:24]=[CH:23][C:22]2[C:17](=[CH:18][CH:19]=[C:20]([C:25]3[CH:33]=[CH:32][C:28]([C:29](O)=[O:30])=[CH:27][C:26]=3[O:34][CH3:35])[CH:21]=2)[N:16]=1)=[O:7])([CH3:4])([CH3:3])[CH3:2].[CH:36]1([NH2:39])[CH2:38][CH2:37]1.CN(C(ON1N=NC2C=CC=NC1=2)=[N+](C)C)C.F[P-](F)(F)(F)(F)F.CCN(C(C)C)C(C)C. (5) Given the product [Br:18][CH2:2][C:3]1[CH:12]=[C:11]2[C:6]([CH2:7][CH2:8][C:9](=[O:13])[NH:10]2)=[CH:5][CH:4]=1, predict the reactants needed to synthesize it. The reactants are: O[CH2:2][C:3]1[CH:12]=[C:11]2[C:6]([CH2:7][CH2:8][C:9](=[O:13])[NH:10]2)=[CH:5][CH:4]=1.C(O)(=O)C.[BrH:18].